From a dataset of NCI-60 drug combinations with 297,098 pairs across 59 cell lines. Regression. Given two drug SMILES strings and cell line genomic features, predict the synergy score measuring deviation from expected non-interaction effect. (1) Drug 1: C1=CC(=CC=C1CCCC(=O)O)N(CCCl)CCCl. Drug 2: CC1=CC=C(C=C1)C2=CC(=NN2C3=CC=C(C=C3)S(=O)(=O)N)C(F)(F)F. Cell line: A498. Synergy scores: CSS=19.5, Synergy_ZIP=-6.76, Synergy_Bliss=-4.79, Synergy_Loewe=-5.20, Synergy_HSA=-4.16. (2) Drug 1: CC1=C2C(C(=O)C3(C(CC4C(C3C(C(C2(C)C)(CC1OC(=O)C(C(C5=CC=CC=C5)NC(=O)C6=CC=CC=C6)O)O)OC(=O)C7=CC=CC=C7)(CO4)OC(=O)C)O)C)OC(=O)C. Drug 2: C1CNP(=O)(OC1)N(CCCl)CCCl. Cell line: HCT116. Synergy scores: CSS=20.4, Synergy_ZIP=2.63, Synergy_Bliss=3.38, Synergy_Loewe=-26.7, Synergy_HSA=0.348. (3) Drug 1: C1CN1C2=NC(=NC(=N2)N3CC3)N4CC4. Drug 2: CC1=C(N=C(N=C1N)C(CC(=O)N)NCC(C(=O)N)N)C(=O)NC(C(C2=CN=CN2)OC3C(C(C(C(O3)CO)O)O)OC4C(C(C(C(O4)CO)O)OC(=O)N)O)C(=O)NC(C)C(C(C)C(=O)NC(C(C)O)C(=O)NCCC5=NC(=CS5)C6=NC(=CS6)C(=O)NCCC[S+](C)C)O. Cell line: M14. Synergy scores: CSS=48.9, Synergy_ZIP=-2.91, Synergy_Bliss=-3.36, Synergy_Loewe=-0.446, Synergy_HSA=1.45.